This data is from TCR-epitope binding with 47,182 pairs between 192 epitopes and 23,139 TCRs. The task is: Binary Classification. Given a T-cell receptor sequence (or CDR3 region) and an epitope sequence, predict whether binding occurs between them. (1) The epitope is GLCTLVAML. The TCR CDR3 sequence is CASSQDGGNEQFF. Result: 1 (the TCR binds to the epitope). (2) Result: 0 (the TCR does not bind to the epitope). The TCR CDR3 sequence is CASSFFPGELFF. The epitope is YVLDHLIVV. (3) The epitope is LLWNGPMAV. The TCR CDR3 sequence is CASSLASGELFF. Result: 0 (the TCR does not bind to the epitope). (4) The epitope is HTDFSSEIIGY. The TCR CDR3 sequence is CASSYSAYEQYF. Result: 0 (the TCR does not bind to the epitope). (5) The epitope is GLNKIVRMY. The TCR CDR3 sequence is CATSDFGDGGYEQFF. Result: 0 (the TCR does not bind to the epitope). (6) The epitope is EIYKRWII. The TCR CDR3 sequence is CASSQVTGFTSTDTQYF. Result: 0 (the TCR does not bind to the epitope). (7) The epitope is YLNTLTLAV. The TCR CDR3 sequence is CASSYSSGANQPQHF. Result: 0 (the TCR does not bind to the epitope).